From a dataset of Reaction yield outcomes from USPTO patents with 853,638 reactions. Predict the reaction yield, written as a fraction of the theoretical maximum amount of product (1.0 means a 100% yield; for example, 0.34 means a 34% yield). (1) The reactants are C([Li])CCC.[S:6]1[CH:10]=[CH:9][N:8]=[CH:7]1.[O:11]=[C:12]1[CH2:16][CH2:15][N:14]([C:17]([O:19][C:20]([CH3:23])([CH3:22])[CH3:21])=[O:18])[CH2:13]1. The catalyst is CCCCCC.C1COCC1. The product is [OH:11][C:12]1([C:7]2[S:6][CH:10]=[CH:9][N:8]=2)[CH2:16][CH2:15][N:14]([C:17]([O:19][C:20]([CH3:23])([CH3:22])[CH3:21])=[O:18])[CH2:13]1. The yield is 0.700. (2) The reactants are [Cl:1][C:2]1[CH:9]=[CH:8][C:5]([CH2:6][NH2:7])=[CH:4][CH:3]=1.C(N(CC)C(C)C)(C)C.Cl[C:20]1[S:21][C:22]([CH:26]=[O:27])=[C:23]([Cl:25])[N:24]=1.O. The catalyst is O1CCCC1. The product is [Cl:25][C:23]1[N:24]=[C:20]([NH:7][CH2:6][C:5]2[CH:8]=[CH:9][C:2]([Cl:1])=[CH:3][CH:4]=2)[S:21][C:22]=1[CH:26]=[O:27]. The yield is 0.500.